Dataset: Forward reaction prediction with 1.9M reactions from USPTO patents (1976-2016). Task: Predict the product of the given reaction. (1) Given the reactants C([O:3][C:4]([C:6]1([S:21]([C:24]2[CH:29]=[CH:28][C:27]([O:30][CH3:31])=[CH:26][CH:25]=2)(=[O:23])=[O:22])[CH2:11][CH2:10][N:9]([CH2:12][C:13]2[CH:18]=[CH:17][C:16]([O:19][CH3:20])=[CH:15][CH:14]=2)[CH2:8][CH2:7]1)=[O:5])C.[OH-].[Na+], predict the reaction product. The product is: [CH3:31][O:30][C:27]1[CH:26]=[CH:25][C:24]([S:21]([C:6]2([C:4]([OH:5])=[O:3])[CH2:7][CH2:8][N:9]([CH2:12][C:13]3[CH:14]=[CH:15][C:16]([O:19][CH3:20])=[CH:17][CH:18]=3)[CH2:10][CH2:11]2)(=[O:22])=[O:23])=[CH:29][CH:28]=1. (2) Given the reactants [C:1]([C:5]1[CH:10]=[C:9]([C:11]([CH2:14][CH3:15])([CH3:13])[CH3:12])[C:8]([CH3:16])=[CH:7][C:6]=1[OH:17])([CH3:4])([CH3:3])[CH3:2].CN([CH2:21][CH2:22]N(C)C)C.C(Cl)Cl, predict the reaction product. The product is: [C:1]([C:5]1[CH:10]=[C:9]([C:11]([CH2:14][CH3:15])([CH3:13])[CH3:12])[C:21]([CH3:22])=[C:7]([C:7]2[C:6]([OH:17])=[C:5]([C:1]([CH3:3])([CH3:4])[CH3:2])[CH:10]=[C:9]([C:11]([CH2:14][CH3:15])([CH3:13])[CH3:12])[C:8]=2[CH3:16])[C:6]=1[OH:17])([CH3:4])([CH3:3])[CH3:2]. (3) Given the reactants N(OC(C)(C)C)=O.N[C:9]1[C:18]2[C:13](=[CH:14][C:15]([C:19]([F:22])([F:21])[F:20])=[CH:16][CH:17]=2)[N:12]=[C:11]([C:23]2[CH:28]=[CH:27][CH:26]=[CH:25][C:24]=2[S:29][CH2:30][CH3:31])[N:10]=1.CN(C=O)C, predict the reaction product. The product is: [CH2:30]([S:29][C:24]1[CH:25]=[CH:26][CH:27]=[CH:28][C:23]=1[C:11]1[N:10]=[CH:9][C:18]2[C:13](=[CH:14][C:15]([C:19]([F:21])([F:22])[F:20])=[CH:16][CH:17]=2)[N:12]=1)[CH3:31]. (4) Given the reactants Cl[CH2:2][C:3]([NH:5][C@H:6]([C:16]1[C:21]([C:22]2[CH:23]=[CH:24][C:25]([F:31])=[C:26]([CH:30]=2)[C:27]([NH2:29])=[O:28])=[CH:20][CH:19]=[CH:18][N:17]=1)[CH2:7][C:8]1[CH:13]=[C:12]([F:14])[CH:11]=[C:10]([F:15])[CH:9]=1)=[O:4].[CH3:32][C:33]1[NH:37][N:36]=[C:35]([C:38]([F:41])([F:40])[F:39])[CH:34]=1, predict the reaction product. The product is: [F:15][C:10]1[CH:9]=[C:8]([CH2:7][C@@H:6]([C:16]2[C:21]([C:22]3[CH:23]=[CH:24][C:25]([F:31])=[C:26]([CH:30]=3)[C:27]([NH2:29])=[O:28])=[CH:20][CH:19]=[CH:18][N:17]=2)[NH:5][C:3](=[O:4])[CH2:2][N:37]2[C:33]([CH3:32])=[CH:34][C:35]([C:38]([F:41])([F:40])[F:39])=[N:36]2)[CH:13]=[C:12]([F:14])[CH:11]=1. (5) Given the reactants [Cl:1]CCl.C(OC(=O)[N:10]([CH:21]1[CH2:28][CH:27]2[CH:23]([CH2:24][C:25]([CH2:30][CH2:31][CH2:32][CH3:33])([OH:29])[CH2:26]2)[CH2:22]1)[CH2:11][C:12]([N:14]1[CH2:18][CH2:17][CH2:16][CH:15]1[C:19]#[N:20])=[O:13])(C)(C)C.Cl, predict the reaction product. The product is: [ClH:1].[CH2:30]([C:25]1([OH:29])[CH2:26][CH:27]2[CH:23]([CH2:22][CH:21]([NH:10][CH2:11][C:12]([N:14]3[CH2:18][CH2:17][CH2:16][CH:15]3[C:19]#[N:20])=[O:13])[CH2:28]2)[CH2:24]1)[CH2:31][CH2:32][CH3:33]. (6) Given the reactants [Cl:1][C:2]1[CH:3]=[C:4]([NH:8][C:9]([C:11]2[N:12]=[C:13]([CH3:17])[S:14][C:15]=2[NH2:16])=[O:10])[CH:5]=[CH:6][CH:7]=1.Br[C:19]1[CH:24]=[CH:23][N:22]=[CH:21][CH:20]=1, predict the reaction product. The product is: [Cl:1][C:2]1[CH:3]=[C:4]([NH:8][C:9]([C:11]2[N:12]=[C:13]([CH3:17])[S:14][C:15]=2[NH:16][C:19]2[CH:24]=[CH:23][N:22]=[CH:21][CH:20]=2)=[O:10])[CH:5]=[CH:6][CH:7]=1.